From a dataset of Full USPTO retrosynthesis dataset with 1.9M reactions from patents (1976-2016). Predict the reactants needed to synthesize the given product. (1) Given the product [C:22]([O:26][C:27]([N:29]1[CH2:34][CH2:33][N:32]([C:10]([C:6]2[CH:5]=[C:4]3[C:9](=[CH:8][CH:7]=2)[NH:1][CH:2]=[CH:3]3)=[O:12])[CH2:31][CH2:30]1)=[O:28])([CH3:25])([CH3:23])[CH3:24], predict the reactants needed to synthesize it. The reactants are: [NH:1]1[C:9]2[C:4](=[CH:5][C:6]([C:10]([OH:12])=O)=[CH:7][CH:8]=2)[CH:3]=[CH:2]1.CCN(C(C)C)C(C)C.[C:22]([O:26][C:27]([N:29]1[CH2:34][CH2:33][NH:32][CH2:31][CH2:30]1)=[O:28])([CH3:25])([CH3:24])[CH3:23].CN(C(ON1N=NC2C=CC=CC1=2)=[N+](C)C)C.F[P-](F)(F)(F)(F)F. (2) Given the product [CH3:1][O:2][C:3]([C:5]1[S:6][C:7]([C:13](=[O:15])[CH3:14])=[C:8]2[CH2:12][CH2:11][CH2:10][C:9]=12)=[O:4], predict the reactants needed to synthesize it. The reactants are: [CH3:1][O:2][C:3]([C:5]1[S:6][C:7]([CH:13]([OH:15])[CH3:14])=[C:8]2[CH2:12][CH2:11][CH2:10][C:9]=12)=[O:4]. (3) Given the product [F:30][C:27]1[S:26][C:25]([NH:15][S:12]([C:8]2[CH:7]=[C:6]3[C:11](=[CH:10][CH:9]=2)[C:2]([C:34]2[CH:35]=[CH:36][C:37]([C:39]([F:42])([F:41])[F:40])=[CH:38][C:33]=2[O:32][CH3:31])=[N:3][N:4]=[CH:5]3)(=[O:13])=[O:14])=[N:29][CH:28]=1, predict the reactants needed to synthesize it. The reactants are: Cl[C:2]1[C:11]2[C:6](=[CH:7][C:8]([S:12]([N:15]([C:25]3[S:26][C:27]([F:30])=[CH:28][N:29]=3)CC3C=CC(OC)=CC=3)(=[O:14])=[O:13])=[CH:9][CH:10]=2)[CH:5]=[N:4][N:3]=1.[CH3:31][O:32][C:33]1[CH:38]=[C:37]([C:39]([F:42])([F:41])[F:40])[CH:36]=[CH:35][C:34]=1B(O)O.P([O-])([O-])([O-])=O.[K+].[K+].[K+].O1CCOCC1.